The task is: Predict the product of the given reaction.. This data is from Forward reaction prediction with 1.9M reactions from USPTO patents (1976-2016). (1) Given the reactants [CH2:1]([O:8][C:9]1[CH:14]=[CH:13][C:12]([O:15][CH2:16][C@H:17]2[O:19][CH2:18]2)=[CH:11][C:10]=1[N:20](C(OC(C)(C)C)=O)[S:21]([CH3:24])(=[O:23])=[O:22])[C:2]1[CH:7]=[CH:6][CH:5]=[CH:4][CH:3]=1.[CH2:32]([NH:39][C@H:40]1[CH2:45][CH2:44][C@H:43]([C:46]2[CH:51]=[CH:50][C:49]([OH:52])=[CH:48][CH:47]=2)[CH2:42][CH2:41]1)[C:33]1[CH:38]=[CH:37][CH:36]=[CH:35][CH:34]=1.Cl, predict the reaction product. The product is: [CH2:32]([N:39]([C@H:40]1[CH2:45][CH2:44][C@H:43]([C:46]2[CH:47]=[CH:48][C:49]([OH:52])=[CH:50][CH:51]=2)[CH2:42][CH2:41]1)[CH2:18][C@H:17]([OH:19])[CH2:16][O:15][C:12]1[CH:13]=[CH:14][C:9]([O:8][CH2:1][C:2]2[CH:3]=[CH:4][CH:5]=[CH:6][CH:7]=2)=[C:10]([NH:20][S:21]([CH3:24])(=[O:22])=[O:23])[CH:11]=1)[C:33]1[CH:34]=[CH:35][CH:36]=[CH:37][CH:38]=1. (2) Given the reactants OC(C(F)(F)F)=O.[CH:8]([C@:11]1([C:17]([N:19]2[CH2:28][CH2:27][C:26]3[C:21](=[CH:22][C:23]([C:29]([F:32])([F:31])[F:30])=[CH:24][CH:25]=3)[CH2:20]2)=[O:18])[CH2:15][CH2:14][C@@H:13]([NH2:16])[CH2:12]1)([CH3:10])[CH3:9].[OH:33][C:34]1([C:41]2[S:45][C:44]([CH3:46])=[N:43][CH:42]=2)[CH2:39][CH2:38][C:37](=O)[CH2:36][CH2:35]1.C(N(CC)CC)C.C(O[BH-](OC(=O)C)OC(=O)C)(=O)C.[Na+], predict the reaction product. The product is: [CH:8]([C@:11]1([C:17]([N:19]2[CH2:28][CH2:27][C:26]3[C:21](=[CH:22][C:23]([C:29]([F:32])([F:30])[F:31])=[CH:24][CH:25]=3)[CH2:20]2)=[O:18])[CH2:15][CH2:14][C@@H:13]([NH:16][CH:37]2[CH2:36][CH2:35][C:34]([C:41]3[S:45][C:44]([CH3:46])=[N:43][CH:42]=3)([OH:33])[CH2:39][CH2:38]2)[CH2:12]1)([CH3:10])[CH3:9].